This data is from Full USPTO retrosynthesis dataset with 1.9M reactions from patents (1976-2016). The task is: Predict the reactants needed to synthesize the given product. (1) Given the product [C:11]1([C:9]2[O:8][C:4]3[N:5]=[CH:6][N:7]=[C:2]([NH:26][C@@H:27]4[CH2:32][CH2:31][CH2:30][C@H:29]([OH:33])[CH2:28]4)[C:3]=3[CH:10]=2)[CH:16]=[CH:15][CH:14]=[CH:13][CH:12]=1, predict the reactants needed to synthesize it. The reactants are: Cl[C:2]1[C:3]2[CH:10]=[C:9]([C:11]3[CH:16]=[CH:15][CH:14]=[CH:13][CH:12]=3)[O:8][C:4]=2[N:5]=[CH:6][N:7]=1.CCN(C(C)C)C(C)C.[NH2:26][C@H:27]1[CH2:32][CH2:31][CH2:30][C@H:29]([OH:33])[CH2:28]1.O. (2) Given the product [CH3:1][O:2][C:3]1[CH:4]=[CH:5][C:6]([C:7]([NH:9][C:10]2[C:11]([NH:16][C:17]([CH:19]3[CH2:20][CH2:21][N:22]([CH2:32][C:29]4[CH:30]=[CH:31][O:27][CH:28]=4)[CH2:23][CH2:24]3)=[O:18])=[CH:12][CH:13]=[CH:14][CH:15]=2)=[O:8])=[CH:25][CH:26]=1, predict the reactants needed to synthesize it. The reactants are: [CH3:1][O:2][C:3]1[CH:26]=[CH:25][C:6]([C:7]([NH:9][C:10]2[C:11]([NH:16][C:17]([CH:19]3[CH2:24][CH2:23][NH:22][CH2:21][CH2:20]3)=[O:18])=[CH:12][CH:13]=[CH:14][CH:15]=2)=[O:8])=[CH:5][CH:4]=1.[O:27]1[CH:31]=[CH:30][C:29]([CH:32]=O)=[CH:28]1. (3) Given the product [CH2:1]([O:8][C:9]1[CH:24]=[C:23]([N:25]([CH2:31][C:32]2[CH:33]=[CH:34][C:35]([CH:38]3[CH2:43][CH2:42][CH2:41][CH2:40][CH2:39]3)=[CH:36][CH:37]=2)[C:26](=[O:30])[CH2:27][N:28]([CH3:29])[S:51]([C:48]2[CH:49]=[CH:50][C:45]([F:44])=[CH:46][CH:47]=2)(=[O:53])=[O:52])[CH:22]=[CH:21][C:10]=1[C:11]([O:13][CH2:14][C:15]1[CH:20]=[CH:19][CH:18]=[CH:17][CH:16]=1)=[O:12])[C:2]1[CH:3]=[CH:4][CH:5]=[CH:6][CH:7]=1, predict the reactants needed to synthesize it. The reactants are: [CH2:1]([O:8][C:9]1[CH:24]=[C:23]([N:25]([CH2:31][C:32]2[CH:37]=[CH:36][C:35]([CH:38]3[CH2:43][CH2:42][CH2:41][CH2:40][CH2:39]3)=[CH:34][CH:33]=2)[C:26](=[O:30])[CH2:27][NH:28][CH3:29])[CH:22]=[CH:21][C:10]=1[C:11]([O:13][CH2:14][C:15]1[CH:20]=[CH:19][CH:18]=[CH:17][CH:16]=1)=[O:12])[C:2]1[CH:7]=[CH:6][CH:5]=[CH:4][CH:3]=1.[F:44][C:45]1[CH:50]=[CH:49][C:48]([S:51](Cl)(=[O:53])=[O:52])=[CH:47][CH:46]=1. (4) Given the product [Cl:1][C:2]1[CH:11]=[CH:10][C:9]2[N:8]=[CH:7][C:6]3[C:12](=[O:36])[NH:13][C:14](=[O:26])[N:15]([C:16]4[CH:21]=[CH:20][CH:19]=[C:18]([C:22]([F:24])([F:25])[F:23])[CH:17]=4)[C:5]=3[C:4]=2[N:3]=1, predict the reactants needed to synthesize it. The reactants are: [Cl:1][C:2]1[CH:11]=[CH:10][C:9]2[N:8]=[CH:7][C:6]3[C:12](=[O:36])[N:13](CC4C=CC(OC)=CC=4)[C:14](=[O:26])[N:15]([C:16]4[CH:21]=[CH:20][CH:19]=[C:18]([C:22]([F:25])([F:24])[F:23])[CH:17]=4)[C:5]=3[C:4]=2[N:3]=1.[N+]([O-])(O)=O.[N+]([O-])(O)=O.[N+]([O-])(O)=O.[N+]([O-])(O)=O.[N+]([O-])(O)=O.[N+]([O-])(O)=O.[Ce].